Dataset: Reaction yield outcomes from USPTO patents with 853,638 reactions. Task: Predict the reaction yield, written as a fraction of the theoretical maximum amount of product (1.0 means a 100% yield; for example, 0.34 means a 34% yield). (1) The reactants are [CH3:1][C:2]1[C:10]2[C:9](=[O:11])[NH:8][CH:7]=[N:6][C:5]=2[S:4][C:3]=1[C:12]([O:14][CH3:15])=[O:13].C([O-])([O-])=O.[K+].[K+].Cl[CH2:23][C:24]([N:26]([CH2:29][CH3:30])[CH2:27][CH3:28])=[O:25]. The catalyst is CC#N. The product is [CH2:27]([N:26]([CH2:29][CH3:30])[C:24](=[O:25])[CH2:23][N:8]1[C:9](=[O:11])[C:10]2[C:2]([CH3:1])=[C:3]([C:12]([O:14][CH3:15])=[O:13])[S:4][C:5]=2[N:6]=[CH:7]1)[CH3:28]. The yield is 1.00. (2) The reactants are [Cl:1][C:2]1[CH:3]=[CH:4][C:5]([C:20]([F:23])([F:22])[F:21])=[C:6]([CH:19]=1)[CH2:7][N:8]1[CH2:13][CH2:12][NH:11][C:10]2[N:14]=[CH:15][C:16](I)=[CH:17][C:9]1=2.[N:24]1([CH:29]2[CH2:34][CH2:33][N:32]([C:35]([C:37]3[CH:42]=[CH:41][C:40](B4OC(C)(C)C(C)(C)O4)=[CH:39][CH:38]=3)=[O:36])[CH2:31][CH2:30]2)[CH2:28][CH2:27][CH2:26][CH2:25]1. No catalyst specified. The product is [Cl:1][C:2]1[CH:3]=[CH:4][C:5]([C:20]([F:23])([F:22])[F:21])=[C:6]([CH:19]=1)[CH2:7][N:8]1[CH2:13][CH2:12][NH:11][C:10]2[N:14]=[CH:15][C:16]([C:40]3[CH:41]=[CH:42][C:37]([C:35]([N:32]4[CH2:31][CH2:30][CH:29]([N:24]5[CH2:25][CH2:26][CH2:27][CH2:28]5)[CH2:34][CH2:33]4)=[O:36])=[CH:38][CH:39]=3)=[CH:17][C:9]1=2. The yield is 0.190.